Dataset: Catalyst prediction with 721,799 reactions and 888 catalyst types from USPTO. Task: Predict which catalyst facilitates the given reaction. (1) Reactant: NO.C([N:6](CC)C(C)C)(C)C.[Br:12][C:13]1[C:14]([NH:19][C:20]([NH:22]C(OCC)=O)=S)=[N:15][CH:16]=[CH:17][CH:18]=1. Product: [Br:12][C:13]1[C:14]2[N:15]([N:6]=[C:20]([NH2:22])[N:19]=2)[CH:16]=[CH:17][CH:18]=1. The catalyst class is: 645. (2) Reactant: [C:1]([O:5][C:6]([N:8]1[CH2:12][CH:11]([N:13]=[N+]=[N-])[CH2:10][CH:9]1[CH2:16][O:17][CH3:18])=[O:7])([CH3:4])([CH3:3])[CH3:2]. Product: [C:1]([O:5][C:6]([N:8]1[CH2:12][CH:11]([NH2:13])[CH2:10][CH:9]1[CH2:16][O:17][CH3:18])=[O:7])([CH3:4])([CH3:3])[CH3:2]. The catalyst class is: 13.